From a dataset of Peptide-MHC class II binding affinity with 134,281 pairs from IEDB. Regression. Given a peptide amino acid sequence and an MHC pseudo amino acid sequence, predict their binding affinity value. This is MHC class II binding data. (1) The binding affinity (normalized) is 0. The peptide sequence is APATPAAAGAEAGKA. The MHC is HLA-DPA10201-DPB11401 with pseudo-sequence HLA-DPA10201-DPB11401. (2) The peptide sequence is TSICSLYQLENYCN. The MHC is DRB1_0405 with pseudo-sequence DRB1_0405. The binding affinity (normalized) is 0.00503. (3) The peptide sequence is EGATPEAKYDAYVAT. The MHC is HLA-DPA10201-DPB10101 with pseudo-sequence HLA-DPA10201-DPB10101. The binding affinity (normalized) is 0.0371. (4) The binding affinity (normalized) is 0.281. The MHC is HLA-DQA10401-DQB10402 with pseudo-sequence HLA-DQA10401-DQB10402. The peptide sequence is IASLFAAAGLAAAAP. (5) The peptide sequence is KDLFNTKSDSIYQ. The MHC is DRB1_0401 with pseudo-sequence DRB1_0401. The binding affinity (normalized) is 0.105. (6) The peptide sequence is FSNVYLFAKDKSGPL. The MHC is DRB4_0101 with pseudo-sequence DRB4_0103. The binding affinity (normalized) is 0.457. (7) The peptide sequence is VKLRRSSAAQVDGFY. The MHC is DRB1_0901 with pseudo-sequence DRB1_0901. The binding affinity (normalized) is 0.837. (8) The peptide sequence is TDISEMGANFKADRV. The MHC is DRB1_0404 with pseudo-sequence DRB1_0404. The binding affinity (normalized) is 0.131.